This data is from Forward reaction prediction with 1.9M reactions from USPTO patents (1976-2016). The task is: Predict the product of the given reaction. (1) Given the reactants [CH:1](=[O:10])[C:2]1[CH:9]=[CH:8][C:5]([CH:6]=[O:7])=[CH:4][CH:3]=1.[BH4-].[Na+], predict the reaction product. The product is: [OH:10][CH2:1][C:2]1[CH:9]=[CH:8][C:5]([CH:6]=[O:7])=[CH:4][CH:3]=1. (2) Given the reactants [F:1][C:2]([F:39])([F:38])[C:3]1[CH:4]=[C:5]([CH:31]=[C:32]([C:34]([F:37])([F:36])[F:35])[CH:33]=1)[CH2:6][N:7]([CH2:14][C:15]1[C:16]([N:22]([CH2:25][CH:26]2[CH2:30][CH2:29][CH2:28][CH2:27]2)[CH2:23][CH3:24])=[N:17][CH:18]=[C:19](Br)[CH:20]=1)[C:8]1[N:9]=[N:10][N:11]([CH3:13])[N:12]=1.[CH3:40][Si:41]([C:44]#[CH:45])([CH3:43])[CH3:42].N(C(C)C)C(C)C.O, predict the reaction product. The product is: [F:1][C:2]([F:39])([F:38])[C:3]1[CH:4]=[C:5]([CH:31]=[C:32]([C:34]([F:37])([F:36])[F:35])[CH:33]=1)[CH2:6][N:7]([CH2:14][C:15]1[C:16]([N:22]([CH2:25][CH:26]2[CH2:30][CH2:29][CH2:28][CH2:27]2)[CH2:23][CH3:24])=[N:17][CH:18]=[C:19]([C:45]#[C:44][Si:41]([CH3:43])([CH3:42])[CH3:40])[CH:20]=1)[C:8]1[N:9]=[N:10][N:11]([CH3:13])[N:12]=1. (3) The product is: [C:1]([C:4]1[C:12]2[C:7](=[CH:8][CH:9]=[C:10]([O:13][CH2:14][C:15]3[CH:34]=[CH:35][N:36]([CH3:37])[N:20]=3)[CH:11]=2)[N:6]([CH2:21][C:22]([OH:24])=[O:23])[N:5]=1)(=[O:3])[CH3:2]. Given the reactants [C:1]([C:4]1[C:12]2[C:7](=[CH:8][CH:9]=[C:10]([O:13][CH2:14][C:15]3[N:20]=CC=CN=3)[CH:11]=2)[N:6]([CH2:21][C:22]([OH:24])=[O:23])[N:5]=1)(=[O:3])[CH3:2].ClCC1C=C(C)NN=1.Cl[CH2:34][C:35]1N=CC=[CH:37][N:36]=1, predict the reaction product. (4) Given the reactants [CH:1]([C:4]1[CH:9]=[CH:8][C:7]([CH:10]([C:13]2[C:14](=[O:23])[C:15]([CH3:22])=[C:16]([CH3:21])[C:17](=[O:20])[C:18]=2[CH3:19])[CH2:11][CH3:12])=[CH:6][CH:5]=1)([CH3:3])[CH3:2], predict the reaction product. The product is: [CH:1]([C:4]1[CH:9]=[CH:8][C:7]([C:10]2[C:13]3[C:18]([CH3:19])=[C:17]([OH:20])[C:16]([CH3:21])=[C:15]([CH3:22])[C:14]=3[O:23][C:11]=2[CH3:12])=[CH:6][CH:5]=1)([CH3:3])[CH3:2]. (5) Given the reactants [CH3:1][O:2][C:3]([C:5]1[C:13]2[C:8](=[CH:9][CH:10]=[CH:11][CH:12]=2)[NH:7][CH:6]=1)=[O:4].[N+:14]([C:17]1[CH:24]=[CH:23][C:20]([CH2:21]Br)=[CH:19][CH:18]=1)([O-:16])=[O:15], predict the reaction product. The product is: [CH3:1][O:2][C:3]([C:5]1[C:13]2[C:8](=[CH:9][CH:10]=[CH:11][CH:12]=2)[N:7]([CH2:21][C:20]2[CH:23]=[CH:24][C:17]([N+:14]([O-:16])=[O:15])=[CH:18][CH:19]=2)[CH:6]=1)=[O:4]. (6) Given the reactants [CH3:1][C:2]1[S:6][C:5]([NH:7][C:8](=[O:33])[CH2:9][CH2:10][C@H:11]2[C@H:16]3[C@H:17]4[C@H:26]([CH2:27][CH2:28][C@:14]3([CH3:15])[C:13](=[O:32])[CH2:12]2)[C:25]2[C:20](=[CH:21]C(C(O)=O)=[CH:23][CH:24]=2)[CH2:19][CH2:18]4)=[N:4][CH:3]=1.C(NC)C[CH2:36][CH3:37].[CH3:40][N:41]1[CH2:46][CH2:45]O[CH2:43][CH2:42]1.C1C=CC2N([OH:56])N=NC=2C=1.CCN=C=NCCCN(C)C.Cl, predict the reaction product. The product is: [CH2:46]([N:41]([CH3:40])[C:42]([C:43]1[CH:21]=[C:20]2[C:25](=[CH:24][CH:23]=1)[C@@H:26]1[C@H:17]([C@H:16]3[C@@:14]([CH2:28][CH2:27]1)([CH3:15])[C:13](=[O:32])[CH2:12][C@H:11]3[CH2:10][CH2:9][C:8]([NH:7][C:5]1[S:6][C:2]([CH3:1])=[CH:3][N:4]=1)=[O:33])[CH2:18][CH2:19]2)=[O:56])[CH2:45][CH2:36][CH3:37]. (7) Given the reactants [NH2:1][C:2]1[CH:3]=[C:4]2[C:8](=[CH:9][CH:10]=1)[CH2:7][CH2:6][CH2:5]2.[CH2:11]([C:18]1([N:25]([CH3:27])[CH3:26])[CH2:23][CH2:22][C:21](=O)[CH2:20][CH2:19]1)[C:12]1[CH:17]=[CH:16][CH:15]=[CH:14][CH:13]=1.S([O-])([O-])(=O)=O.[Na+].[Na+], predict the reaction product. The product is: [CH2:11]([C:18]1([N:25]([CH3:26])[CH3:27])[CH2:23][CH2:22][CH:21]([NH:1][C:2]2[CH:3]=[C:4]3[C:8](=[CH:9][CH:10]=2)[CH2:7][CH2:6][CH2:5]3)[CH2:20][CH2:19]1)[C:12]1[CH:17]=[CH:16][CH:15]=[CH:14][CH:13]=1. (8) Given the reactants [CH3:1][CH2:2][N:3]1[C:9]2[CH:10]=[C:11]([N:15]3[CH2:20][CH2:19][NH:18][CH2:17][CH2:16]3)[C:12]([F:14])=[CH:13][C:8]=2[C:6](=[O:7])[C:5]([C:21]([OH:23])=[O:22])=[CH:4]1.Br[CH2:25][C:26]([C:28]1[CH:33]=[CH:32][C:31]([F:34])=[CH:30][CH:29]=1)=[O:27], predict the reaction product. The product is: [CH2:2]([N:3]1[C:9]2[C:8](=[CH:13][C:12]([F:14])=[C:11]([N:15]3[CH2:20][CH2:19][N:18]([CH2:25][C:26]([C:28]4[CH:33]=[CH:32][C:31]([F:34])=[CH:30][CH:29]=4)=[O:27])[CH2:17][CH2:16]3)[CH:10]=2)[C:6](=[O:7])[C:5]([C:21]([OH:23])=[O:22])=[CH:4]1)[CH3:1].